Dataset: Forward reaction prediction with 1.9M reactions from USPTO patents (1976-2016). Task: Predict the product of the given reaction. (1) The product is: [C:4]([O:35][C:33](=[O:34])[CH2:32][C:3]([C:4]1[CH:9]=[CH:8][CH:7]=[C:6]([C:10]2[CH:15]=[C:14]([CH3:16])[N:13]=[C:12]([NH:17][CH2:18][CH2:19][O:20][CH3:21])[N:11]=2)[CH:5]=1)=[O:22])([CH3:9])([CH3:5])[CH3:3]. Given the reactants CO[C:3](=[O:22])[C:4]1[CH:9]=[CH:8][CH:7]=[C:6]([C:10]2[CH:15]=[C:14]([CH3:16])[N:13]=[C:12]([NH:17][CH2:18][CH2:19][O:20][CH3:21])[N:11]=2)[CH:5]=1.ClC1N=C(C2C=[C:32](C=CC=2)[C:33]([OH:35])=[O:34])C=C(C)N=1, predict the reaction product. (2) Given the reactants [C:1]([C:5]1[N:6]([CH3:23])[C:7](=[O:22])[C:8]2[C:13]([C:14]=1[C:15]1[CH:20]=[CH:19][CH:18]=[CH:17][CH:16]=1)=[CH:12][C:11]([OH:21])=[CH:10][CH:9]=2)([CH3:4])([CH3:3])[CH3:2].C(=O)([O-])[O-].[K+].[K+].C1(N([S:37]([C:40]([F:43])([F:42])[F:41])(=[O:39])=[O:38])[S:37]([C:40]([F:43])([F:42])[F:41])(=[O:39])=[O:38])C=CC=CC=1, predict the reaction product. The product is: [F:41][C:40]([F:43])([F:42])[S:37]([O:21][C:11]1[CH:12]=[C:13]2[C:8](=[CH:9][CH:10]=1)[C:7](=[O:22])[N:6]([CH3:23])[C:5]([C:1]([CH3:4])([CH3:2])[CH3:3])=[C:14]2[C:15]1[CH:16]=[CH:17][CH:18]=[CH:19][CH:20]=1)(=[O:39])=[O:38]. (3) Given the reactants [F:1][C:2]1[C:3]([O:15][C:16]2[CH:17]=[C:18]([CH:29]=[C:30]([O:32][C@@H:33]([CH3:37])[CH2:34][O:35]C)[CH:31]=2)[C:19]([NH:21][C:22]2[CH:27]=[N:26][C:25]([CH3:28])=[CH:24][N:23]=2)=[O:20])=[CH:4][C:5]2[O:11][CH2:10][CH2:9][CH2:8][S:7](=[O:13])(=[O:12])[C:6]=2[CH:14]=1.C[Si](I)(C)C.S([O-])([O-])(=O)=S.[Na+].[Na+], predict the reaction product. The product is: [F:1][C:2]1[C:3]([O:15][C:16]2[CH:17]=[C:18]([CH:29]=[C:30]([O:32][C@@H:33]([CH3:37])[CH2:34][OH:35])[CH:31]=2)[C:19]([NH:21][C:22]2[CH:27]=[N:26][C:25]([CH3:28])=[CH:24][N:23]=2)=[O:20])=[CH:4][C:5]2[O:11][CH2:10][CH2:9][CH2:8][S:7](=[O:13])(=[O:12])[C:6]=2[CH:14]=1. (4) Given the reactants [CH3:1][C:2]1([C:8]([OH:10])=[O:9])[CH2:7][CH2:6][CH2:5][CH2:4][CH2:3]1.[CH3:11][Si](C=[N+]=[N-])(C)C, predict the reaction product. The product is: [CH3:1][C:2]1([C:8]([O:10][CH3:11])=[O:9])[CH2:7][CH2:6][CH2:5][CH2:4][CH2:3]1. (5) Given the reactants [OH2:1].CO[C:4]1C=CC(O)=C[CH:5]=1.C1[C:24]2[NH:23][C:22]3[C:17](=[CH:18][CH:19]=CC=3)S[C:15]=2[CH:14]=[CH:13]C=1.[C-:25]([S:40]([C:43]([F:46])([F:45])[F:44])(=[O:42])=[O:41])([S:33]([C:36]([F:39])([F:38])[F:37])(=[O:35])=[O:34])[S:26]([C:29]([F:32])([F:31])[F:30])(=[O:28])=[O:27].[Li+].C[C:49]([O:52][CH3:53])(C)[CH3:50], predict the reaction product. The product is: [C-:25]([S:26]([C:29]([F:32])([F:30])[F:31])(=[O:28])=[O:27])([S:40]([C:43]([F:44])([F:45])[F:46])(=[O:41])=[O:42])[S:33]([C:36]([F:39])([F:38])[F:37])(=[O:34])=[O:35].[C:53]([O:52][CH2:49][CH2:50][N+:23]([CH2:24][CH2:15][CH2:14][CH3:13])([CH2:22][CH2:17][CH2:18][CH3:19])[CH3:25])(=[O:1])[CH:4]=[CH2:5]. (6) The product is: [Br:1][C:2]1[CH:6]=[CH:5][S:4][C:3]=1[CH2:7][C:9]1[CH:10]=[CH:11][C:12]([CH2:15][CH3:16])=[CH:13][CH:14]=1. Given the reactants [Br:1][C:2]1[CH:6]=[CH:5][S:4][C:3]=1[CH:7]([C:9]1[CH:14]=[CH:13][C:12]([CH2:15][CH3:16])=[CH:11][CH:10]=1)O.[H-].[Al+3].[Li+].[H-].[H-].[H-].[Cl-].[Al+3].[Cl-].[Cl-], predict the reaction product. (7) Given the reactants [CH3:1][N:2]1[CH2:14][CH2:13][C:12]2[C:11]3[C:6](=[CH:7][CH:8]=[C:9]([CH3:15])[CH:10]=3)[N:5]([CH2:16][C:17]([C:20]3[CH:25]=[CH:24][N:23]=[CH:22][N:21]=3)(O)[CH3:18])[C:4]=2[CH2:3]1.S(Cl)([Cl:28])=O, predict the reaction product. The product is: [Cl:28][C:17]([C:20]1[CH:25]=[CH:24][N:23]=[CH:22][N:21]=1)([CH3:18])[CH2:16][N:5]1[C:4]2[CH2:3][N:2]([CH3:1])[CH2:14][CH2:13][C:12]=2[C:11]2[C:6]1=[CH:7][CH:8]=[C:9]([CH3:15])[CH:10]=2.[CH3:1][N:2]1[CH2:14][CH2:13][C:12]2[C:11]3[C:6](=[CH:7][CH:8]=[C:9]([CH3:15])[CH:10]=3)[N:5]([CH:16]=[C:17]([C:20]3[CH:25]=[CH:24][N:23]=[CH:22][N:21]=3)[CH3:18])[C:4]=2[CH2:3]1. (8) Given the reactants [Br:1][C:2]1[CH:3]=[CH:4][C:5]2[S:9](=[O:11])(=[O:10])[NH:8][CH:7]([CH3:12])[C:6]=2[CH:13]=1.Br[CH2:15][CH2:16][OH:17].C([O-])([O-])=O.[K+].[K+].N#N, predict the reaction product. The product is: [Br:1][C:2]1[CH:3]=[CH:4][C:5]2[S:9](=[O:10])(=[O:11])[N:8]([CH2:15][CH2:16][OH:17])[CH:7]([CH3:12])[C:6]=2[CH:13]=1.